From a dataset of Catalyst prediction with 721,799 reactions and 888 catalyst types from USPTO. Predict which catalyst facilitates the given reaction. (1) Reactant: [CH:1](=[C:8]1[CH2:13][CH2:12][N:11]([C:14]([O:16][C:17]([CH3:20])([CH3:19])[CH3:18])=[O:15])[CH2:10][CH:9]1[CH3:21])[C:2]1[CH:7]=[CH:6][CH:5]=[CH:4][CH:3]=1. Product: [CH2:1]([CH:8]1[CH2:13][CH2:12][N:11]([C:14]([O:16][C:17]([CH3:20])([CH3:19])[CH3:18])=[O:15])[CH2:10][CH:9]1[CH3:21])[C:2]1[CH:3]=[CH:4][CH:5]=[CH:6][CH:7]=1. The catalyst class is: 19. (2) Reactant: [C:1]([O:5][C:6](=[O:33])[CH2:7][C@H:8]([NH:12][S:13]([C:16]1[CH:21]=[CH:20][C:19]([N+:22]([O-])=O)=[CH:18][C:17]=1[O:25][CH2:26][C:27]1[CH:32]=[CH:31][CH:30]=[CH:29][CH:28]=1)(=[O:15])=[O:14])[C:9]([NH2:11])=[O:10])([CH3:4])([CH3:3])[CH3:2]. Product: [C:1]([O:5][C:6](=[O:33])[CH2:7][C@H:8]([NH:12][S:13]([C:16]1[CH:21]=[CH:20][C:19]([NH2:22])=[CH:18][C:17]=1[O:25][CH2:26][C:27]1[CH:32]=[CH:31][CH:30]=[CH:29][CH:28]=1)(=[O:14])=[O:15])[C:9]([NH2:11])=[O:10])([CH3:4])([CH3:2])[CH3:3]. The catalyst class is: 446. (3) Reactant: [NH2:1][C:2]1[C:3]2[C:10]([C:11]3[CH:16]=[CH:15][C:14]([O:17][C:18]4[CH:23]=[CH:22][CH:21]=[CH:20][CH:19]=4)=[CH:13][CH:12]=3)=[CH:9][NH:8][C:4]=2[N:5]=[CH:6][N:7]=1.[H-].[Na+].[O:26]1[CH2:30][CH2:29][C@@H:28](C2C=C(S([O-])(=O)=O)C(C)=CC=2)[CH2:27]1.C(OCC)(=O)C.C(N(CC)CC)C.CO. Product: [NH2:1][C:2]1[C:3]2[C:10]([C:11]3[CH:12]=[CH:13][C:14]([O:17][C:18]4[CH:23]=[CH:22][CH:21]=[CH:20][CH:19]=4)=[CH:15][CH:16]=3)=[CH:9][N:8]([CH:28]3[CH2:29][CH2:30][O:26][CH2:27]3)[C:4]=2[N:5]=[CH:6][N:7]=1. The catalyst class is: 9. (4) Reactant: CC1([C:7]([OH:9])=O)CC(=C)C1.CC[N:12](CC)CC.[N-]=[N+]=[N-].[CH2:20]([OH:27])[C:21]1[CH:26]=[CH:25][CH:24]=[CH:23][CH:22]=1.[C:28]1([CH3:34])[CH:33]=[CH:32][CH:31]=C[CH:29]=1. Product: [CH3:31][C:32]1([NH:12][C:7](=[O:9])[O:27][CH2:20][C:21]2[CH:26]=[CH:25][CH:24]=[CH:23][CH:22]=2)[CH2:33][C:28](=[CH2:29])[CH2:34]1. The catalyst class is: 25. (5) Reactant: [CH3:1][O:2][C:3](=[O:8])[CH2:4][N:5]=[N+:6]=[N-:7].[F:9][C:10]1[C:17]([O:18][CH2:19][C:20]2[CH:25]=[CH:24][CH:23]=[CH:22][CH:21]=2)=[CH:16][CH:15]=[CH:14][C:11]=1[CH:12]=O.C[O-].[Na+]. Product: [CH3:1][O:2][C:3](=[O:8])[C:4]([N:5]=[N+:6]=[N-:7])=[CH:12][C:11]1[CH:14]=[CH:15][CH:16]=[C:17]([O:18][CH2:19][C:20]2[CH:21]=[CH:22][CH:23]=[CH:24][CH:25]=2)[C:10]=1[F:9]. The catalyst class is: 5. (6) Reactant: [Cl:1][C:2]1[CH:3]=[C:4](/[CH:8]=[CH:9]/[CH:10]2[CH2:15][CH2:14][NH:13][CH2:12][CH2:11]2)[CH:5]=[CH:6][CH:7]=1.[Cl:16][CH2:17][C:18](Cl)=[O:19].Cl. Product: [Cl:16][CH2:17][C:18]([N:13]1[CH2:14][CH2:15][CH:10](/[CH:9]=[CH:8]/[C:4]2[CH:5]=[CH:6][CH:7]=[C:2]([Cl:1])[CH:3]=2)[CH2:11][CH2:12]1)=[O:19]. The catalyst class is: 542. (7) Reactant: Cl.CN(C)CCCN=C=NCC.CN(C=O)C.[CH3:18][N:19]1[C:27]2[C:22](=[CH:23][CH:24]=[CH:25][CH:26]=2)[C:21]([CH3:28])=[C:20]1[C:29]([OH:31])=O.[NH2:32][C@H:33]([C:37]([NH:39][CH:40]([CH:49]([OH:52])[CH2:50][F:51])[CH2:41][C:42]([O:44][C:45]([CH3:48])([CH3:47])[CH3:46])=[O:43])=[O:38])[CH:34]([CH3:36])[CH3:35]. Product: [CH3:18][N:19]1[C:27]2[C:22](=[CH:23][CH:24]=[CH:25][CH:26]=2)[C:21]([CH3:28])=[C:20]1[C:29]([NH:32][C@H:33]([C:37]([NH:39][CH:40]([CH:49]([OH:52])[CH2:50][F:51])[CH2:41][C:42]([O:44][C:45]([CH3:46])([CH3:47])[CH3:48])=[O:43])=[O:38])[CH:34]([CH3:35])[CH3:36])=[O:31]. The catalyst class is: 143.